Dataset: Reaction yield outcomes from USPTO patents with 853,638 reactions. Task: Predict the reaction yield, written as a fraction of the theoretical maximum amount of product (1.0 means a 100% yield; for example, 0.34 means a 34% yield). (1) The reactants are [C:1]([C:3]1[S:4][C:5]([CH3:8])=[CH:6][CH:7]=1)#[N:2].[Br:9]N1C(=O)CCC1=O.N(C(C)(C)C#N)=NC(C)(C)C#N. The catalyst is C(Cl)(Cl)(Cl)Cl. The product is [C:1]([C:3]1[S:4][C:5]([CH2:8][Br:9])=[CH:6][CH:7]=1)#[N:2]. The yield is 0.910. (2) The reactants are C(OC([NH:8][C@@H:9]([CH2:18][CH2:19][N:20]1[CH2:25][CH:24]2[CH:22]([CH:23]2[NH:26][C:27](=[O:56])[C:28]2[CH:33]=[CH:32][C:31]([NH:34][C:35]3[N:44]=[CH:43][C:42]4[N:41]([CH3:45])[C:40](=[O:46])[C@@H:39]([CH2:47][CH3:48])[N:38]([CH:49]5[CH2:53][CH2:52][CH2:51][CH2:50]5)[C:37]=4[N:36]=3)=[C:30]([O:54][CH3:55])[CH:29]=2)[CH2:21]1)[C:10]([O:12][CH:13]1[CH2:17][CH2:16][CH2:15][CH2:14]1)=[O:11])=O)(C)(C)C. The catalyst is Cl.O1CCOCC1. The product is [NH2:8][C@@H:9]([CH2:18][CH2:19][N:20]1[CH2:25][CH:24]2[CH:22]([CH:23]2[NH:26][C:27](=[O:56])[C:28]2[CH:33]=[CH:32][C:31]([NH:34][C:35]3[N:44]=[CH:43][C:42]4[N:41]([CH3:45])[C:40](=[O:46])[C@@H:39]([CH2:47][CH3:48])[N:38]([CH:49]5[CH2:53][CH2:52][CH2:51][CH2:50]5)[C:37]=4[N:36]=3)=[C:30]([O:54][CH3:55])[CH:29]=2)[CH2:21]1)[C:10]([O:12][CH:13]1[CH2:17][CH2:16][CH2:15][CH2:14]1)=[O:11]. The yield is 0.120. (3) The reactants are [C:1]1([N:7]([C:34]2[N:39]=[CH:38][CH:37]=[CH:36][N:35]=2)[CH2:8][CH:9]([NH:14][C:15]([C:17]2[CH:18]=[C:19]3[C:23](=[CH:24][CH:25]=2)[NH:22][C:21]([C:26]2[CH:31]=[CH:30][N:29]=[C:28]([NH:32][CH3:33])[N:27]=2)=[CH:20]3)=[O:16])[C:10]([O:12]C)=[O:11])[CH:6]=[CH:5][CH:4]=[CH:3][CH:2]=1.[OH-].[Na+]. The catalyst is CO. The product is [CH3:33][NH:32][C:28]1[N:27]=[C:26]([C:21]2[NH:22][C:23]3[C:19]([CH:20]=2)=[CH:18][C:17]([C:15]([NH:14][CH:9]([CH2:8][N:7]([C:1]2[CH:6]=[CH:5][CH:4]=[CH:3][CH:2]=2)[C:34]2[N:39]=[CH:38][CH:37]=[CH:36][N:35]=2)[C:10]([OH:12])=[O:11])=[O:16])=[CH:25][CH:24]=3)[CH:31]=[CH:30][N:29]=1. The yield is 0.930. (4) The reactants are CCCC[N+](CCCC)(CCCC)CCCC.[F-].[CH3:19][O:20][C:21](=[O:76])[C:22]1[CH:27]=[CH:26][C:25]([O:28][CH2:29][CH2:30][C:31]2[C:39]3[C:34](=[CH:35][CH:36]=[C:37]([Cl:40])[CH:38]=3)[N:33]([CH:41]([C:48]3[CH:53]=[CH:52][CH:51]=[CH:50][CH:49]=3)[C:42]3[CH:47]=[CH:46][CH:45]=[CH:44][CH:43]=3)[C:32]=2[CH2:54][CH2:55][O:56][Si](C(C)(C)C)(C2C=CC=CC=2)C2C=CC=CC=2)=[CH:24][C:23]=1[O:74][CH3:75]. The yield is 0.620. The product is [CH3:19][O:20][C:21](=[O:76])[C:22]1[CH:27]=[CH:26][C:25]([O:28][CH2:29][CH2:30][C:31]2[C:39]3[C:34](=[CH:35][CH:36]=[C:37]([Cl:40])[CH:38]=3)[N:33]([CH:41]([C:48]3[CH:49]=[CH:50][CH:51]=[CH:52][CH:53]=3)[C:42]3[CH:47]=[CH:46][CH:45]=[CH:44][CH:43]=3)[C:32]=2[CH2:54][CH2:55][OH:56])=[CH:24][C:23]=1[O:74][CH3:75]. The catalyst is C1COCC1. (5) The reactants are C[O:2][C:3]([C:5]1[CH:10]=[C:9]([N:11]2[CH2:16][CH2:15][N:14]([C:17]([O:19][C:20]([CH3:23])([CH3:22])[CH3:21])=[O:18])[CH2:13][CH2:12]2)[N:8]=[C:7]([C:24]2[CH:29]=[CH:28][N:27]=[C:26]([F:30])[CH:25]=2)[CH:6]=1)=O.CCOCC.[H-].[H-].[H-].[H-].[Li+].[Al+3]. The catalyst is C1COCC1. The product is [C:20]([O:19][C:17]([N:14]1[CH2:13][CH2:12][N:11]([C:9]2[N:8]=[C:7]([C:24]3[CH:29]=[CH:28][N:27]=[C:26]([F:30])[CH:25]=3)[CH:6]=[C:5]([CH2:3][OH:2])[CH:10]=2)[CH2:16][CH2:15]1)=[O:18])([CH3:23])([CH3:21])[CH3:22]. The yield is 0.890. (6) The reactants are [CH3:1][C:2]1([CH2:13][OH:14])[O:6][C:5]2=[N:7][C:8]([N+:10]([O-:12])=[O:11])=[CH:9][N:4]2[CH2:3]1.[H-].[Na+].[Br:17][C:18]1[CH:23]=[N:22][C:21](Br)=[CH:20][N:19]=1. The catalyst is CN(C=O)C. The product is [Br:17][C:18]1[N:19]=[CH:20][C:21]([O:14][CH2:13][C:2]2([CH3:1])[O:6][C:5]3=[N:7][C:8]([N+:10]([O-:12])=[O:11])=[CH:9][N:4]3[CH2:3]2)=[N:22][CH:23]=1. The yield is 0.680. (7) The product is [N:24]1[CH:25]=[CH:26][CH:27]=[C:22]([N:18]2[C:19]3[C:15](=[CH:14][C:13]([O:10][C@H:3]([C:4]4[CH:5]=[CH:6][CH:7]=[CH:8][CH:9]=4)[C@H:2]([CH3:1])[NH2:11])=[CH:21][CH:20]=3)[CH:16]=[N:17]2)[CH:23]=1. The reactants are [CH3:1][C@H:2]([NH2:11])[C@H:3]([OH:10])[C:4]1[CH:9]=[CH:8][CH:7]=[CH:6][CH:5]=1.I[C:13]1[CH:14]=[C:15]2[C:19](=[CH:20][CH:21]=1)[N:18]([C:22]1[CH:23]=[N:24][CH:25]=[CH:26][CH:27]=1)[N:17]=[CH:16]2.C(=O)([O-])[O-].[Cs+].[Cs+].C(#N)CCC. The catalyst is [Cu]I. The yield is 0.270.